From a dataset of Full USPTO retrosynthesis dataset with 1.9M reactions from patents (1976-2016). Predict the reactants needed to synthesize the given product. (1) The reactants are: [C:1]1([S:7]([C:10]2[CH:11]=[C:12]3[C:17](=[CH:18][CH:19]=2)[C:16]([CH2:20][NH2:21])=[CH:15][CH:14]=[CH:13]3)(=[O:9])=[O:8])[CH:6]=[CH:5][CH:4]=[CH:3][CH:2]=1.[O-:22][C:23]#[N:24].[K+]. Given the product [C:1]1([S:7]([C:10]2[CH:11]=[C:12]3[C:17](=[CH:18][CH:19]=2)[C:16]([CH2:20][NH:21][C:23]([NH2:24])=[O:22])=[CH:15][CH:14]=[CH:13]3)(=[O:9])=[O:8])[CH:2]=[CH:3][CH:4]=[CH:5][CH:6]=1, predict the reactants needed to synthesize it. (2) Given the product [Br:20][C:17]1[CH:16]=[CH:15][C:14]([C@@H:11]([N:7]2[CH2:6][CH2:5][C@:4]([CH2:1][CH2:2][CH2:3][OH:27])([C:21]3[CH:22]=[CH:23][CH:24]=[CH:25][CH:26]=3)[O:9][C:8]2=[O:10])[CH2:12][CH3:13])=[CH:19][CH:18]=1, predict the reactants needed to synthesize it. The reactants are: [CH2:1]([C@@:4]1([C:21]2[CH:26]=[CH:25][CH:24]=[CH:23][CH:22]=2)[O:9][C:8](=[O:10])[N:7]([C@H:11]([C:14]2[CH:19]=[CH:18][C:17]([Br:20])=[CH:16][CH:15]=2)[CH2:12][CH3:13])[CH2:6][CH2:5]1)[CH:2]=[CH2:3].[O:27]1CCCC1. (3) Given the product [CH3:16][O:11][C:10](=[O:12])[C@@H:9]([NH:8][C:6]([O:5][C:1]([CH3:4])([CH3:3])[CH3:2])=[O:7])[C@H:13]([OH:15])[CH3:14], predict the reactants needed to synthesize it. The reactants are: [C:1]([O:5][C:6]([NH:8][C@@H:9]([C@H:13]([OH:15])[CH3:14])[C:10]([OH:12])=[O:11])=[O:7])([CH3:4])([CH3:3])[CH3:2].[C:16](=O)([O-])[O-].[K+].[K+].IC. (4) Given the product [CH3:15][O:16][C:17](=[O:41])[CH2:18][N:19]1[C:27]2[C:22](=[CH:23][C:24]([F:28])=[CH:25][CH:26]=2)[C:21]([CH2:29][C:30]2[CH:35]=[CH:34][CH:33]=[CH:32][C:31]=2[S:36](=[O:38])(=[O:37])[NH:1][C:2]2[CH:7]=[CH:6][CH:5]=[CH:4][CH:3]=2)=[C:20]1[CH3:40], predict the reactants needed to synthesize it. The reactants are: [NH2:1][C:2]1[CH:7]=[CH:6][CH:5]=[CH:4][CH:3]=1.C(N(CC)CC)C.[CH3:15][O:16][C:17](=[O:41])[CH2:18][N:19]1[C:27]2[C:22](=[CH:23][C:24]([F:28])=[CH:25][CH:26]=2)[C:21]([CH2:29][C:30]2[CH:35]=[CH:34][CH:33]=[CH:32][C:31]=2[S:36](Cl)(=[O:38])=[O:37])=[C:20]1[CH3:40]. (5) Given the product [C:1]([C:3]1([N:6]2[CH2:7][C:8]3([CH2:9][CH2:10][N:11]([C:14]([O:16][C:17]([CH3:18])([CH3:20])[CH3:19])=[O:15])[CH2:12][CH2:13]3)[O:21][CH2:30][C:31]2=[O:32])[CH2:5][CH2:4]1)#[N:2], predict the reactants needed to synthesize it. The reactants are: [C:1]([C:3]1([NH:6][CH2:7][C:8]2([OH:21])[CH2:13][CH2:12][N:11]([C:14]([O:16][C:17]([CH3:20])([CH3:19])[CH3:18])=[O:15])[CH2:10][CH2:9]2)[CH2:5][CH2:4]1)#[N:2].C(N(CC)CC)C.Cl[CH2:30][C:31](Cl)=[O:32].[H-].[Na+].